Dataset: Forward reaction prediction with 1.9M reactions from USPTO patents (1976-2016). Task: Predict the product of the given reaction. (1) The product is: [O:1]1[C:5]2[CH:6]=[CH:7][CH:8]=[CH:9][C:4]=2[CH:3]=[C:2]1[C:10]1[N:19]=[C:18]([Cl:23])[C:17]2[C:12](=[CH:13][CH:14]=[CH:15][CH:16]=2)[N:11]=1. Given the reactants [O:1]1[C:5]2[CH:6]=[CH:7][CH:8]=[CH:9][C:4]=2[CH:3]=[C:2]1[C:10]1[NH:19][C:18](=O)[C:17]2[C:12](=[CH:13][CH:14]=[CH:15][CH:16]=2)[N:11]=1.O=P(Cl)(Cl)[Cl:23], predict the reaction product. (2) Given the reactants [Cl:1][C:2]1[CH:10]=[C:9]([NH:11][CH2:12][C:13]2[CH:21]=[CH:20][CH:19]=[C:18]3[C:14]=2[CH:15]=[CH:16][NH:17]3)[C:5]([C:6]([NH2:8])=[O:7])=[CH:4][N:3]=1.[H-].[Na+].CI.[CH:26](Cl)(Cl)Cl, predict the reaction product. The product is: [Cl:1][C:2]1[CH:10]=[C:9]([NH:11][CH2:12][C:13]2[CH:21]=[CH:20][CH:19]=[C:18]3[C:14]=2[CH:15]=[CH:16][N:17]3[CH3:26])[C:5]([C:6]([NH2:8])=[O:7])=[CH:4][N:3]=1. (3) Given the reactants [CH3:1][N:2](/[CH:4]=[N:5]/[C:6]1[S:7][C:8]([C:11]([OH:13])=O)=[CH:9][N:10]=1)[CH3:3].S(Cl)(Cl)=O.C(N(CC)CC)C.[CH:25]1([NH2:28])[CH2:27][CH2:26]1, predict the reaction product. The product is: [CH:25]1([NH:28][C:11]([C:8]2[S:7][C:6](/[N:5]=[CH:4]/[N:2]([CH3:1])[CH3:3])=[N:10][CH:9]=2)=[O:13])[CH2:27][CH2:26]1. (4) Given the reactants I[C:2]1[CH:3]=[N:4][CH:5]=[C:6]([I:9])[C:7]=1[OH:8].[C:10]([C:12]1[CH:13]=[C:14]([NH2:18])[CH:15]=[N:16][CH:17]=1)#[CH:11], predict the reaction product. The product is: [I:9][C:6]1[C:7]2[O:8][C:10]([C:12]3[CH:13]=[C:14]([NH2:18])[CH:15]=[N:16][CH:17]=3)=[CH:11][C:2]=2[CH:3]=[N:4][CH:5]=1. (5) Given the reactants [CH:1]([C:4]1[CH:9]=[CH:8][C:7]([NH:10]C(=O)C)=[CH:6][C:5]=1[O:14][CH3:15])([CH3:3])[CH3:2].[ClH:16], predict the reaction product. The product is: [CH:1]([C:4]1[CH:9]=[CH:8][C:7]([NH2:10])=[CH:6][C:5]=1[O:14][CH3:15])([CH3:3])[CH3:2].[ClH:16]. (6) The product is: [CH3:1][C:2]([O:5][C:6]([NH:8][C:9]([CH3:14])([C:11]([NH:21][CH3:20])=[O:12])[CH3:10])=[O:7])([CH3:4])[CH3:3]. Given the reactants [CH3:1][C:2]([O:5][C:6]([NH:8][C:9]([CH3:14])([C:11](O)=[O:12])[CH3:10])=[O:7])([CH3:4])[CH3:3].OC1C2N=N[NH:21][C:20]=2C=CC=1.C1(N=C=NC2CCCCC2)CCCCC1.CN.C(O)C, predict the reaction product.